This data is from Catalyst prediction with 721,799 reactions and 888 catalyst types from USPTO. The task is: Predict which catalyst facilitates the given reaction. (1) Reactant: [O:1]1[C:5]2[C:6]([OH:10])=[CH:7][CH:8]=[CH:9][C:4]=2[CH:3]=[CH:2]1. Product: [O:1]1[C:5]2[C:6]([OH:10])=[CH:7][CH:8]=[CH:9][C:4]=2[CH2:3][CH2:2]1. The catalyst class is: 256. (2) Reactant: [C:1]([NH:4][C:5]1[C:10]([N+:11]([O-:13])=[O:12])=[CH:9][CH:8]=[C:7]([Br:14])[N:6]=1)(=[O:3])[CH3:2].[H-].[Na+].[C:17]([O:20][C:21]1[CH:28]=[CH:27][C:24]([CH2:25]Br)=[C:23]([Cl:29])[CH:22]=1)(=[O:19])[CH3:18].C(OCC)(=O)C. Product: [C:17]([O:20][C:21]1[CH:28]=[CH:27][C:24]([CH2:25][N:4]([C:5]2[C:10]([N+:11]([O-:13])=[O:12])=[CH:9][CH:8]=[C:7]([Br:14])[N:6]=2)[C:1](=[O:3])[CH3:2])=[C:23]([Cl:29])[CH:22]=1)(=[O:19])[CH3:18]. The catalyst class is: 35. (3) Reactant: [CH2:1]([O:8][C:9]([N:11]1[CH2:16][CH2:15][CH2:14][CH:13]([N:17]2[C:21]([C:22]3[CH:27]=[CH:26][CH:25]=[CH:24][CH:23]=3)=[C:20]([C:28]([O:30]C)=[O:29])[N:19]=[CH:18]2)[CH2:12]1)=[O:10])[C:2]1[CH:7]=[CH:6][CH:5]=[CH:4][CH:3]=1.[OH-].[Na+]. Product: [CH2:1]([O:8][C:9]([N:11]1[CH2:16][CH2:15][CH2:14][CH:13]([N:17]2[C:21]([C:22]3[CH:27]=[CH:26][CH:25]=[CH:24][CH:23]=3)=[C:20]([C:28]([OH:30])=[O:29])[N:19]=[CH:18]2)[CH2:12]1)=[O:10])[C:2]1[CH:3]=[CH:4][CH:5]=[CH:6][CH:7]=1. The catalyst class is: 36. (4) Reactant: [H-].[Na+].[CH3:3][O:4][C:5]([CH:7]1[CH2:11][CH2:10][C:9](=[O:12])[NH:8]1)=[O:6].[CH2:13](Br)[C:14]1[CH:19]=[CH:18][CH:17]=[CH:16][CH:15]=1. Product: [CH3:3][O:4][C:5]([CH:7]1[CH2:11][CH2:10][C:9](=[O:12])[N:8]1[CH2:13][C:14]1[CH:19]=[CH:18][CH:17]=[CH:16][CH:15]=1)=[O:6]. The catalyst class is: 48. (5) Reactant: [N:1]([C@H:4]([C:19](=[O:31])[NH:20][C:21]1[CH:22]=[N:23][C:24]2[C:29]([CH:30]=1)=[CH:28][CH:27]=[CH:26][CH:25]=2)[CH2:5][CH:6]1[CH2:11][CH2:10][N:9]([C:12]([O:14][C:15]([CH3:18])([CH3:17])[CH3:16])=[O:13])[CH2:8][CH2:7]1)=[N+]=[N-].[OH-].[Na+].P(C)(C)C. Product: [NH2:1][C@H:4]([C:19](=[O:31])[NH:20][C:21]1[CH:22]=[N:23][C:24]2[C:29]([CH:30]=1)=[CH:28][CH:27]=[CH:26][CH:25]=2)[CH2:5][CH:6]1[CH2:11][CH2:10][N:9]([C:12]([O:14][C:15]([CH3:17])([CH3:18])[CH3:16])=[O:13])[CH2:8][CH2:7]1. The catalyst class is: 1.